This data is from NCI-60 drug combinations with 297,098 pairs across 59 cell lines. The task is: Regression. Given two drug SMILES strings and cell line genomic features, predict the synergy score measuring deviation from expected non-interaction effect. (1) Drug 1: CCCS(=O)(=O)NC1=C(C(=C(C=C1)F)C(=O)C2=CNC3=C2C=C(C=N3)C4=CC=C(C=C4)Cl)F. Drug 2: CCC1=C2CN3C(=CC4=C(C3=O)COC(=O)C4(CC)O)C2=NC5=C1C=C(C=C5)O. Cell line: HCT116. Synergy scores: CSS=48.9, Synergy_ZIP=7.25, Synergy_Bliss=3.46, Synergy_Loewe=-38.3, Synergy_HSA=2.38. (2) Drug 1: CC12CCC(CC1=CCC3C2CCC4(C3CC=C4C5=CN=CC=C5)C)O. Drug 2: C(CC(=O)O)C(=O)CN.Cl. Cell line: 786-0. Synergy scores: CSS=18.7, Synergy_ZIP=-2.50, Synergy_Bliss=-0.0834, Synergy_Loewe=-1.96, Synergy_HSA=1.12. (3) Drug 1: C1=NC2=C(N1)C(=S)N=C(N2)N. Drug 2: CS(=O)(=O)CCNCC1=CC=C(O1)C2=CC3=C(C=C2)N=CN=C3NC4=CC(=C(C=C4)OCC5=CC(=CC=C5)F)Cl. Cell line: OVCAR-4. Synergy scores: CSS=28.7, Synergy_ZIP=-3.27, Synergy_Bliss=1.87, Synergy_Loewe=-2.90, Synergy_HSA=2.77. (4) Drug 1: CC1=CC2C(CCC3(C2CCC3(C(=O)C)OC(=O)C)C)C4(C1=CC(=O)CC4)C. Drug 2: CCC1(CC2CC(C3=C(CCN(C2)C1)C4=CC=CC=C4N3)(C5=C(C=C6C(=C5)C78CCN9C7C(C=CC9)(C(C(C8N6C)(C(=O)OC)O)OC(=O)C)CC)OC)C(=O)OC)O.OS(=O)(=O)O. Synergy scores: CSS=37.3, Synergy_ZIP=4.22, Synergy_Bliss=5.01, Synergy_Loewe=-32.4, Synergy_HSA=0.590. Cell line: SNB-75. (5) Drug 1: CC(C1=C(C=CC(=C1Cl)F)Cl)OC2=C(N=CC(=C2)C3=CN(N=C3)C4CCNCC4)N. Drug 2: C(=O)(N)NO. Cell line: CAKI-1. Synergy scores: CSS=21.1, Synergy_ZIP=-4.05, Synergy_Bliss=-4.04, Synergy_Loewe=-0.454, Synergy_HSA=-0.314. (6) Drug 1: CC1C(C(=O)NC(C(=O)N2CCCC2C(=O)N(CC(=O)N(C(C(=O)O1)C(C)C)C)C)C(C)C)NC(=O)C3=C4C(=C(C=C3)C)OC5=C(C(=O)C(=C(C5=N4)C(=O)NC6C(OC(=O)C(N(C(=O)CN(C(=O)C7CCCN7C(=O)C(NC6=O)C(C)C)C)C)C(C)C)C)N)C. Drug 2: CS(=O)(=O)CCNCC1=CC=C(O1)C2=CC3=C(C=C2)N=CN=C3NC4=CC(=C(C=C4)OCC5=CC(=CC=C5)F)Cl. Cell line: OVCAR-8. Synergy scores: CSS=41.6, Synergy_ZIP=4.57, Synergy_Bliss=7.01, Synergy_Loewe=2.41, Synergy_HSA=6.73.